From a dataset of Rat liver microsome stability data. Regression/Classification. Given a drug SMILES string, predict its absorption, distribution, metabolism, or excretion properties. Task type varies by dataset: regression for continuous measurements (e.g., permeability, clearance, half-life) or binary classification for categorical outcomes (e.g., BBB penetration, CYP inhibition). Dataset: rlm. (1) The molecule is CN1CCCN(C(c2ccccc2)c2ccc(Cl)cc2)CC1. The result is 1 (stable in rat liver microsomes). (2) The molecule is CN(CC(=O)NC(c1ccccc1Cl)c1cc(Cl)c2cccnc2c1O)c1ccccc1. The result is 1 (stable in rat liver microsomes). (3) The result is 1 (stable in rat liver microsomes). The drug is Cc1c(C(=O)OCCOc2ccccc2)[nH]c2c1C(=O)CC(c1ccccc1)C2. (4) The molecule is CCOC(=O)Nc1ccc2c(c1)sc1cc(S(=O)(=O)N[C@@H](C(=O)O)C(C)C)ccc12. The result is 0 (unstable in rat liver microsomes). (5) The drug is COc1ccc(C(=O)NC2CCCc3c2[nH]c2ccccc32)cc1OC. The result is 1 (stable in rat liver microsomes). (6) The drug is O=C(c1nc(-c2ccc(Cl)cc2Cl)c2cnccn12)N1CCOCC1. The result is 1 (stable in rat liver microsomes).